From a dataset of Forward reaction prediction with 1.9M reactions from USPTO patents (1976-2016). Predict the product of the given reaction. (1) Given the reactants [I:1][C:2]1[CH:3]=[C:4]2[C:9](=[CH:10][CH:11]=1)[C:8](=[O:12])[NH:7][C:6](=[O:13])[C:5]2=[CH:14][NH:15][C:16]1[CH:21]=[CH:20][C:19]([CH:22]2[CH2:26][CH2:25][CH2:24][NH:23]2)=[CH:18][CH:17]=1.C([O-])([O-])=O.[Na+].[Na+].Br[CH:34]([OH:36])[CH3:35], predict the reaction product. The product is: [OH:36][CH2:34][CH2:35][N:23]1[CH2:24][CH2:25][CH2:26][CH:22]1[C:19]1[CH:20]=[CH:21][C:16]([NH:15][CH:14]=[C:5]2[C:4]3[C:9](=[CH:10][CH:11]=[C:2]([I:1])[CH:3]=3)[C:8](=[O:12])[NH:7][C:6]2=[O:13])=[CH:17][CH:18]=1. (2) Given the reactants [NH2:1][C:2]1[C:11]2[C:6](=[N:7][C:8]([C:19]3[CH:24]=[CH:23][C:22]([Cl:25])=[CH:21][C:20]=3[Cl:26])=[C:9]([C:12]3[CH:17]=[CH:16][C:15]([Cl:18])=[CH:14][CH:13]=3)[CH:10]=2)[N:5]([CH3:27])[C:4](=[O:28])[CH:3]=1.[C:29](OC(=O)C)(=[O:31])[CH3:30], predict the reaction product. The product is: [Cl:18][C:15]1[CH:14]=[CH:13][C:12]([C:9]2[CH:10]=[C:11]3[C:6](=[N:7][C:8]=2[C:19]2[CH:24]=[CH:23][C:22]([Cl:25])=[CH:21][C:20]=2[Cl:26])[N:5]([CH3:27])[C:4](=[O:28])[CH:3]=[C:2]3[NH:1][C:29](=[O:31])[CH3:30])=[CH:17][CH:16]=1. (3) Given the reactants [F:1][C:2]([F:39])([C:33]1[CH:38]=[CH:37][CH:36]=[CH:35][CH:34]=1)[CH2:3][NH:4][C:5]1[C:6]([F:32])=[C:7]([CH2:12][C:13]([NH:15][CH2:16][C:17]2[C:18]([CH3:31])=[N:19][C:20]([NH:23]C(OC(C)(C)C)=O)=[CH:21][CH:22]=2)=[O:14])[C:8]([Cl:11])=[CH:9][CH:10]=1.Cl.O1CCOCC1, predict the reaction product. The product is: [ClH:11].[NH2:23][C:20]1[N:19]=[C:18]([CH3:31])[C:17]([CH2:16][NH:15][C:13](=[O:14])[CH2:12][C:7]2[C:8]([Cl:11])=[CH:9][CH:10]=[C:5]([NH:4][CH2:3][C:2]([F:1])([F:39])[C:33]3[CH:34]=[CH:35][CH:36]=[CH:37][CH:38]=3)[C:6]=2[F:32])=[CH:22][CH:21]=1.